Dataset: Catalyst prediction with 721,799 reactions and 888 catalyst types from USPTO. Task: Predict which catalyst facilitates the given reaction. (1) Reactant: [F:1][C:2]([F:38])([F:37])[O:3][C:4]1[CH:9]=[CH:8][C:7]([N:10]2[CH:14]=[N:13][C:12]([C:15]3[CH:20]=[CH:19][C:18]([NH:21][C:22](=[O:36])[O:23][CH:24]([C:26]4[CH:27]=[N:28][C:29]([C:32]([F:35])([F:34])[F:33])=[CH:30][CH:31]=4)[CH3:25])=[CH:17][CH:16]=3)=[N:11]2)=[CH:6][CH:5]=1.[H-].[Na+].I[CH2:42][CH3:43]. Product: [CH2:42]([N:21]([C:18]1[CH:17]=[CH:16][C:15]([C:12]2[N:13]=[CH:14][N:10]([C:7]3[CH:8]=[CH:9][C:4]([O:3][C:2]([F:1])([F:37])[F:38])=[CH:5][CH:6]=3)[N:11]=2)=[CH:20][CH:19]=1)[C:22](=[O:36])[O:23][CH:24]([C:26]1[CH:27]=[N:28][C:29]([C:32]([F:34])([F:35])[F:33])=[CH:30][CH:31]=1)[CH3:25])[CH3:43]. The catalyst class is: 3. (2) Reactant: [CH3:1][C:2]1[CH:7]=[CH:6][C:5]([C:8](=[CH2:11])[CH:9]=[O:10])=[CH:4][CH:3]=1.[CH3:12][Li]. Product: [CH3:1][C:2]1[CH:7]=[CH:6][C:5]([C:8](=[CH2:11])[CH:9]([OH:10])[CH3:12])=[CH:4][CH:3]=1. The catalyst class is: 27.